This data is from Forward reaction prediction with 1.9M reactions from USPTO patents (1976-2016). The task is: Predict the product of the given reaction. Given the reactants [CH:1]([N:4]=[C:5]=[O:6])([CH3:3])[CH3:2].[NH2:7][C:8]([CH3:33])([CH3:32])[CH2:9][NH:10][C:11]1[C:20]2[C:15](=[CH:16][C:17]([O:21][CH2:22][C:23]3[CH:28]=[CH:27][CH:26]=[CH:25][CH:24]=3)=[CH:18][CH:19]=2)[N:14]=[CH:13][C:12]=1[N+:29]([O-:31])=[O:30], predict the reaction product. The product is: [CH2:22]([O:21][C:17]1[CH:16]=[C:15]2[C:20]([C:11]([NH:10][CH2:9][C:8]([NH:7][C:5]([NH:4][CH:1]([CH3:3])[CH3:2])=[O:6])([CH3:33])[CH3:32])=[C:12]([N+:29]([O-:31])=[O:30])[CH:13]=[N:14]2)=[CH:19][CH:18]=1)[C:23]1[CH:28]=[CH:27][CH:26]=[CH:25][CH:24]=1.